Dataset: Forward reaction prediction with 1.9M reactions from USPTO patents (1976-2016). Task: Predict the product of the given reaction. (1) Given the reactants [CH3:1][O:2][C:3](=[O:29])[C:4]1[CH:9]=[CH:8][CH:7]=[C:6]([CH2:10][N:11]2[CH2:15][C@@H:14]([C:16]3[CH:21]=[CH:20][CH:19]=[CH:18][CH:17]=3)[N:13]([CH:22]3[CH2:27][CH2:26][NH:25][CH2:24][CH2:23]3)[C:12]2=[O:28])[CH:5]=1.Br[CH2:31][C:32]1[CH:46]=[CH:45][C:35]([C:36]([NH:38][CH:39]2[CH2:44][CH2:43][CH2:42][CH2:41][CH2:40]2)=[O:37])=[CH:34][CH:33]=1.CCN(C(C)C)C(C)C, predict the reaction product. The product is: [CH3:1][O:2][C:3](=[O:29])[C:4]1[CH:9]=[CH:8][CH:7]=[C:6]([CH2:10][N:11]2[CH2:15][C@@H:14]([C:16]3[CH:21]=[CH:20][CH:19]=[CH:18][CH:17]=3)[N:13]([CH:22]3[CH2:27][CH2:26][N:25]([CH2:31][C:32]4[CH:33]=[CH:34][C:35]([C:36](=[O:37])[NH:38][CH:39]5[CH2:40][CH2:41][CH2:42][CH2:43][CH2:44]5)=[CH:45][CH:46]=4)[CH2:24][CH2:23]3)[C:12]2=[O:28])[CH:5]=1. (2) Given the reactants [O:1]1[CH2:6][CH:5]=[C:4]([C:7]2[CH:8]=[C:9]([CH:14]=[CH:15][C:16]=2[OH:17])[C:10]([O:12][CH3:13])=[O:11])[CH2:3][CH2:2]1.C1C=CC(N([S:25]([C:28]([F:31])([F:30])[F:29])(=[O:27])=[O:26])[S:25]([C:28]([F:31])([F:30])[F:29])(=[O:27])=[O:26])=CC=1, predict the reaction product. The product is: [O:1]1[CH2:2][CH:3]=[C:4]([C:7]2[CH:8]=[C:9]([CH:14]=[CH:15][C:16]=2[O:17][S:25]([C:28]([F:31])([F:30])[F:29])(=[O:27])=[O:26])[C:10]([O:12][CH3:13])=[O:11])[CH2:5][CH2:6]1. (3) Given the reactants [OH:1][C:2]1[CH:3]=[C:4]2[C:8](=[CH:9][CH:10]=1)[NH:7][CH:6]=[CH:5]2.Br[CH2:12][CH:13]1[CH2:15][CH2:14]1.C(=O)([O-])[O-].[K+].[K+], predict the reaction product. The product is: [CH:13]1([CH2:12][O:1][C:2]2[CH:3]=[C:4]3[C:8](=[CH:9][CH:10]=2)[NH:7][CH:6]=[CH:5]3)[CH2:15][CH2:14]1. (4) Given the reactants [Cl:1][C:2]1[CH:9]=[C:8]([S:10][CH2:11][CH3:12])[C:7]([N+:13]([O-])=O)=[CH:6][C:3]=1[C:4]#[N:5].ClC1C=CC(S(C2CC2)(=O)=O)=C(C=1)N, predict the reaction product. The product is: [NH2:13][C:7]1[C:8]([S:10][CH2:11][CH3:12])=[CH:9][C:2]([Cl:1])=[C:3]([CH:6]=1)[C:4]#[N:5]. (5) Given the reactants [NH2:1][C:2]([C:4]1[CH:9]=[CH:8][C:7]([C:10]2[CH:15]=[CH:14][N:13]=[C:12]3[NH:16][C:17]([C:19]4[CH:20]=[C:21]([CH:26]=[CH:27][CH:28]=4)[C:22]([O:24]C)=[O:23])=[N:18][C:11]=23)=[CH:6][CH:5]=1)=[O:3].[OH-].[Li+].Cl, predict the reaction product. The product is: [NH2:1][C:2]([C:4]1[CH:5]=[CH:6][C:7]([C:10]2[CH:15]=[CH:14][N:13]=[C:12]3[NH:16][C:17]([C:19]4[CH:20]=[C:21]([CH:26]=[CH:27][CH:28]=4)[C:22]([OH:24])=[O:23])=[N:18][C:11]=23)=[CH:8][CH:9]=1)=[O:3].